This data is from Full USPTO retrosynthesis dataset with 1.9M reactions from patents (1976-2016). The task is: Predict the reactants needed to synthesize the given product. (1) Given the product [CH3:1][C:2]1[N:6]([CH:7]([CH3:9])[CH3:8])[C:5]([C:10]2[CH:15]=[CH:14][N:13]=[C:12]([NH:16][CH:17]3[CH2:18][CH2:19][N:20]([CH2:24][CH2:25][C:26]4[CH:31]=[CH:30][CH:29]=[CH:28][CH:27]=4)[CH2:21][CH2:22]3)[N:11]=2)=[CH:4][N:3]=1, predict the reactants needed to synthesize it. The reactants are: [CH3:1][C:2]1[N:6]([CH:7]([CH3:9])[CH3:8])[C:5]([C:10]2[CH:15]=[CH:14][N:13]=[C:12]([NH:16][CH:17]3[CH2:22][CH2:21][NH:20][CH2:19][CH2:18]3)[N:11]=2)=[CH:4][N:3]=1.Br[CH2:24][CH2:25][C:26]1[CH:31]=[CH:30][CH:29]=[CH:28][CH:27]=1. (2) Given the product [Br:1][C:2]1[CH:7]=[CH:6][C:5]([C:8](=[N:22][O:23][CH2:24][CH3:25])[CH:9]2[CH2:10][CH2:11][N:12]([C:15]3([CH3:21])[CH2:20][CH2:19][N:18]([C:35]([C:28]4[C:29]5[C:34](=[CH:33][CH:32]=[CH:31][CH:30]=5)[NH:26][CH:27]=4)=[O:36])[CH2:17][CH2:16]3)[CH2:13][CH2:14]2)=[CH:4][CH:3]=1, predict the reactants needed to synthesize it. The reactants are: [Br:1][C:2]1[CH:7]=[CH:6][C:5]([C:8](=[N:22][O:23][CH2:24][CH3:25])[CH:9]2[CH2:14][CH2:13][N:12]([C:15]3([CH3:21])[CH2:20][CH2:19][NH:18][CH2:17][CH2:16]3)[CH2:11][CH2:10]2)=[CH:4][CH:3]=1.[NH:26]1[C:34]2[C:29](=[CH:30][CH:31]=[CH:32][CH:33]=2)[C:28]([C:35](O)=[O:36])=[CH:27]1.CCN(CC)CC.CN(C(ON1N=NC2C=CC=NC1=2)=[N+](C)C)C.F[P-](F)(F)(F)(F)F. (3) Given the product [C:1]([O:5][C:6](=[O:7])[CH2:8][CH:9]1[CH2:10][CH:11]([CH2:17][CH2:18][N:19]2[C:20]([CH:40]([CH3:41])[CH3:42])=[C:21]([C:37](=[O:39])[NH:55][C:56]3[CH:61]=[CH:60][CH:59]=[CH:58][CH:57]=3)[C:22]([C:31]3[CH:36]=[CH:35][CH:34]=[CH:33][CH:32]=3)=[C:23]2[C:24]2[CH:25]=[CH:26][C:27]([F:30])=[CH:28][CH:29]=2)[O:12][C:13]([CH3:15])([CH3:16])[O:14]1)([CH3:3])([CH3:4])[CH3:2], predict the reactants needed to synthesize it. The reactants are: [C:1]([O:5][C:6]([CH2:8][CH:9]1[O:14][C:13]([CH3:16])([CH3:15])[O:12][CH:11]([CH2:17][CH2:18][N:19]2[C:23]([C:24]3[CH:29]=[CH:28][C:27]([F:30])=[CH:26][CH:25]=3)=[C:22]([C:31]3[CH:36]=[CH:35][CH:34]=[CH:33][CH:32]=3)[C:21]([C:37]([OH:39])=O)=[C:20]2[CH:40]([CH3:42])[CH3:41])[CH2:10]1)=[O:7])([CH3:4])([CH3:3])[CH3:2].ClC([O-])=O.C(OC(Cl)=O)C(C)C.[NH2:55][C:56]1[CH:61]=[CH:60][CH:59]=[CH:58][CH:57]=1. (4) Given the product [NH2:9][C:4]1[N:5]=[C:6]([CH3:8])[N:7]=[C:2]([NH:13][CH2:12][CH2:10][OH:11])[CH:3]=1, predict the reactants needed to synthesize it. The reactants are: Cl[C:2]1[N:7]=[C:6]([CH3:8])[N:5]=[C:4]([NH2:9])[CH:3]=1.[CH2:10]([CH2:12][NH2:13])[OH:11].CO. (5) Given the product [OH:1][C:2]1[CH:3]=[CH:4][C:5]([I:30])=[C:6]([CH:7]=1)[CH2:8][NH:9][CH:10]=[C:11]1[C:20]2[C:15](=[CH:16][CH:17]=[C:18]([I:21])[CH:19]=2)[C:14](=[O:22])[NH:13][C:12]1=[O:23], predict the reactants needed to synthesize it. The reactants are: [OH:1][C:2]1[CH:7]=[C:6]([CH2:8][NH:9][CH:10]=[C:11]2[C:20]3[C:15](=[CH:16][CH:17]=[C:18]([I:21])[CH:19]=3)[C:14](=[O:22])[NH:13][C:12]2=[O:23])[CH:5]=[CH:4][C:3]=1C1C=CC=CC=1.[I:30]C1C=C2C(=CC=1)C(=O)NC(=O)C2=COC.NCC1C=C(O)C=CC=1I. (6) Given the product [CH3:17][C:18]([N:21]=[C:12]([C:8]1[CH:7]=[C:6]2[C:11](=[CH:10][CH:9]=1)[N:2]([CH3:1])[CH2:3][CH2:4][CH2:5]2)[CH2:13][CH2:14][CH3:15])([CH3:20])[CH3:19], predict the reactants needed to synthesize it. The reactants are: [CH3:1][N:2]1[C:11]2[C:6](=[CH:7][C:8]([C:12](=O)[CH2:13][CH2:14][CH3:15])=[CH:9][CH:10]=2)[CH2:5][CH2:4][CH2:3]1.[CH3:17][C:18]([NH2:21])([CH3:20])[CH3:19]. (7) Given the product [Cl:1][C:2]1[N:11]=[C:10]([N:19]2[CH2:20][CH2:21][C@H:17]([NH:16][CH2:14][CH3:15])[CH2:18]2)[C:9]2[C:4](=[C:5]([CH3:13])[CH:6]=[CH:7][CH:8]=2)[N:3]=1, predict the reactants needed to synthesize it. The reactants are: [Cl:1][C:2]1[N:11]=[C:10](Cl)[C:9]2[C:4](=[C:5]([CH3:13])[CH:6]=[CH:7][CH:8]=2)[N:3]=1.[CH2:14]([NH:16][C@H:17]1[CH2:21][CH2:20][NH:19][CH2:18]1)[CH3:15]. (8) Given the product [S:44]1[CH:45]=[C:41]([CH2:40][N:30]([C@@H:31]([CH3:39])[CH:32]([O:33][CH2:34][CH3:35])[O:36][CH2:37][CH3:38])[C:28](=[O:29])[C@@H:19]([NH:18][C:15](=[O:17])[CH2:14][N:12]([CH3:13])[NH:11][C:9](=[O:10])[NH:8][CH2:1][C:2]2[CH:3]=[CH:4][CH:5]=[CH:6][CH:7]=2)[CH2:20][C:21]([O:23][C:24]([CH3:25])([CH3:26])[CH3:27])=[O:22])[C:42]2[CH:49]=[CH:48][CH:47]=[CH:46][C:43]1=2, predict the reactants needed to synthesize it. The reactants are: [CH2:1]([NH:8][C:9]([NH:11][N:12]([CH2:14][C:15]([OH:17])=O)[CH3:13])=[O:10])[C:2]1[CH:7]=[CH:6][CH:5]=[CH:4][CH:3]=1.[NH2:18][C@H:19]([C:28]([N:30]([CH2:40][C:41]1[C:42]2[CH:49]=[CH:48][CH:47]=[CH:46][C:43]=2[S:44][CH:45]=1)[C@@H:31]([CH3:39])[CH:32]([O:36][CH2:37][CH3:38])[O:33][CH2:34][CH3:35])=[O:29])[CH2:20][C:21]([O:23][C:24]([CH3:27])([CH3:26])[CH3:25])=[O:22].